From a dataset of Full USPTO retrosynthesis dataset with 1.9M reactions from patents (1976-2016). Predict the reactants needed to synthesize the given product. (1) Given the product [CH2:7]([O:9][C:10](=[O:21])[C@H:11]([NH:20][CH2:32][CH2:31][S:30][CH2:29][CH2:28][CH2:27][C:26]([O:25][CH3:24])=[O:34])[CH2:12][CH2:13][CH2:14][C:15]([O:17][CH2:18][CH3:19])=[O:16])[CH3:8], predict the reactants needed to synthesize it. The reactants are: C(=O)([O-])[O-].[Cs+].[Cs+].[CH2:7]([O:9][C:10](=[O:21])[C@H:11]([NH2:20])[CH2:12][CH2:13][CH2:14][C:15]([O:17][CH2:18][CH3:19])=[O:16])[CH3:8].[I-].[K+].[CH3:24][O:25][C:26](=[O:34])[CH2:27][CH2:28][CH2:29][S:30][CH2:31][CH2:32]Cl.C([O-])(O)=O.[Na+]. (2) Given the product [CH3:38][N:39]([CH2:50][C:51]1[N:55]([CH2:56][C@@H:57]2[CH2:62][CH2:61][CH2:60][N:59]([C:63]([O:65][C:66]([CH3:69])([CH3:67])[CH3:68])=[O:64])[CH2:58]2)[C:54]2[CH:70]=[CH:71][CH:72]=[CH:73][C:53]=2[N:52]=1)[C@H:40]1[C:49]2[N:48]=[CH:47][CH:46]=[CH:45][C:44]=2[CH2:43][CH2:42][CH2:41]1, predict the reactants needed to synthesize it. The reactants are: ClCC1N(C[C@@H]2CCCN(C(OC(C)(C)C)=O)C2)C2C=CC=CC=2N=1.CN[C@H]1C2N=CC=CC=2CCC1.[CH3:38][N:39]([CH2:50][C:51]1[N:55]([CH2:56][C@@H:57]2[CH2:62][CH2:61][CH2:60][N:59]([C:63]([O:65][C:66]([CH3:69])([CH3:68])[CH3:67])=[O:64])[CH2:58]2)[C:54]2[CH:70]=[CH:71][CH:72]=[CH:73][C:53]=2[N:52]=1)[C@@H:40]1[C:49]2[N:48]=[CH:47][CH:46]=[CH:45][C:44]=2[CH2:43][CH2:42][CH2:41]1. (3) The reactants are: Cl.Cl.[F:3][C:4]1[CH:5]=[C:6]([C@@H:11]2[CH2:15][N:14]([CH2:16][CH2:17][O:18][CH3:19])[CH2:13][C@H:12]2[NH2:20])[CH:7]=[CH:8][C:9]=1[F:10].[NH2:21][C:22]1[N:26]([C:27]2[CH:32]=[CH:31][CH:30]=[CH:29][CH:28]=2)[N:25]=[CH:24][C:23]=1[C:33]([NH2:35])=[O:34].CCN(C(C)C)C(C)C.CN([CH:48]=[O:49])C. Given the product [F:3][C:4]1[CH:5]=[C:6]([C@@H:11]2[CH2:15][N:14]([CH2:16][CH2:17][O:18][CH3:19])[CH2:13][C@H:12]2[NH:20][C:48](=[O:49])[NH:21][C:22]2[N:26]([C:27]3[CH:32]=[CH:31][CH:30]=[CH:29][CH:28]=3)[N:25]=[CH:24][C:23]=2[C:33]([NH2:35])=[O:34])[CH:7]=[CH:8][C:9]=1[F:10], predict the reactants needed to synthesize it. (4) Given the product [F:1][C:2]1[CH:10]=[C:9]([F:11])[CH:8]=[CH:7][C:3]=1[C:4]([N:34]1[CH2:33][CH2:32][N:31]([C:37]([O:39][C:40]([CH3:43])([CH3:42])[CH3:41])=[O:38])[CH2:36][CH2:35]1)=[O:6], predict the reactants needed to synthesize it. The reactants are: [F:1][C:2]1[CH:10]=[C:9]([F:11])[CH:8]=[CH:7][C:3]=1[C:4]([OH:6])=O.CCN(C(C)C)C(C)C.C1C=CC2N(O)N=NC=2C=1.[N:31]1([C:37]([O:39][C:40]([CH3:43])([CH3:42])[CH3:41])=[O:38])[CH2:36][CH2:35][NH:34][CH2:33][CH2:32]1.CCN=C=NCCCN(C)C.Cl.